The task is: Predict the reaction yield, written as a fraction of the theoretical maximum amount of product (1.0 means a 100% yield; for example, 0.34 means a 34% yield).. This data is from Reaction yield outcomes from USPTO patents with 853,638 reactions. (1) The reactants are [CH2:1]([O:3][C:4](=[O:12])[C:5]1[CH:10]=[CH:9][CH:8]=[C:7]([OH:11])[CH:6]=1)[CH3:2].Br[CH2:14][CH2:15][CH2:16][Cl:17].C([O-])([O-])=O.[K+].[K+]. The catalyst is CC(C)=O. The product is [CH2:1]([O:3][C:4](=[O:12])[C:5]1[CH:10]=[CH:9][CH:8]=[C:7]([O:11][CH2:14][CH2:15][CH2:16][Cl:17])[CH:6]=1)[CH3:2]. The yield is 0.680. (2) The reactants are [F:1][C:2]([F:19])([F:18])[C:3]1[CH:8]=[CH:7][C:6]([O:9][C:10]2[CH:17]=[CH:16][C:13]([CH:14]=O)=[CH:12][CH:11]=2)=[CH:5][CH:4]=1.[H-].[Na+].[CH2:22]1COCC1. The catalyst is [Br-].C[P+](C1C=CC=CC=1)(C1C=CC=CC=1)C1C=CC=CC=1. The product is [CH:14]([C:13]1[CH:16]=[CH:17][C:10]([O:9][C:6]2[CH:7]=[CH:8][C:3]([C:2]([F:19])([F:18])[F:1])=[CH:4][CH:5]=2)=[CH:11][CH:12]=1)=[CH2:22]. The yield is 0.190. (3) The reactants are [OH:1][C:2]1[CH:3]=[C:4]([NH:17][C:18]2[CH:19]=[CH:20][C:21]([C:24]#[N:25])=[N:22][CH:23]=2)[CH:5]=[C:6]([C:8]2[CH:16]=[CH:15][CH:14]=[C:13]3[C:9]=2[CH:10]=[CH:11][NH:12]3)[CH:7]=1.[OH-:26].[Na+]. The catalyst is CO.O.OO. The product is [OH:1][C:2]1[CH:3]=[C:4]([NH:17][C:18]2[CH:19]=[CH:20][C:21]([C:24]([NH2:25])=[O:26])=[N:22][CH:23]=2)[CH:5]=[C:6]([C:8]2[CH:16]=[CH:15][CH:14]=[C:13]3[C:9]=2[CH:10]=[CH:11][NH:12]3)[CH:7]=1. The yield is 0.660.